Dataset: Forward reaction prediction with 1.9M reactions from USPTO patents (1976-2016). Task: Predict the product of the given reaction. (1) Given the reactants [CH3:1][O:2][C:3](=[O:12])[C:4]1[CH:9]=[C:8]([NH2:10])[C:7]([NH2:11])=[N:6][CH:5]=1.C1(C)C=C(C)C=C(C)C=1S(O[NH2:25])(=O)=O.[S:27]1[CH:31]=[CH:30][N:29]=[C:28]1[CH:32]=O, predict the reaction product. The product is: [CH3:1][O:2][C:3]([C:4]1[CH:9]=[C:8]([NH2:10])[C:7]2[N:6]([N:25]=[C:32]([C:28]3[S:27][CH:31]=[CH:30][N:29]=3)[N:11]=2)[CH:5]=1)=[O:12]. (2) Given the reactants [CH3:1][O:2][C:3]([C:5]1[CH:14]=[CH:13][C:12]2[C:7](=[CH:8][CH:9]=[C:10]([O:36][CH3:37])[C:11]=2[CH2:15][N:16]2[C:22](=[O:23])[C@@H:21]([NH:24][C:25]([O:27][C:28]([CH3:31])([CH3:30])[CH3:29])=[O:26])[CH2:20][NH:19][C:18]3[CH:32]=[CH:33][CH:34]=[CH:35][C:17]2=3)[CH:6]=1)=[O:4].O=[CH:39][CH2:40][CH2:41][NH:42][C:43](=[O:52])[O:44][CH2:45][C:46]1[CH:51]=[CH:50][CH:49]=[CH:48][CH:47]=1.[BH-](OC(C)=O)(OC(C)=O)OC(C)=O.[Na+], predict the reaction product. The product is: [CH3:1][O:2][C:3]([C:5]1[CH:14]=[CH:13][C:12]2[C:7](=[CH:8][CH:9]=[C:10]([O:36][CH3:37])[C:11]=2[CH2:15][N:16]2[C:22](=[O:23])[C@@H:21]([NH:24][C:25]([O:27][C:28]([CH3:31])([CH3:30])[CH3:29])=[O:26])[CH2:20][N:19]([CH2:39][CH2:40][CH2:41][NH:42][C:43]([O:44][CH2:45][C:46]3[CH:47]=[CH:48][CH:49]=[CH:50][CH:51]=3)=[O:52])[C:18]3[CH:32]=[CH:33][CH:34]=[CH:35][C:17]2=3)[CH:6]=1)=[O:4].